From a dataset of Full USPTO retrosynthesis dataset with 1.9M reactions from patents (1976-2016). Predict the reactants needed to synthesize the given product. (1) Given the product [Cl:8][C:9]1[C:10]([C:28]2[C:36]3[C:31](=[CH:32][CH:33]=[CH:34][CH:35]=3)[N:30]([S:37]([C:40]3[CH:45]=[CH:44][CH:43]=[CH:42][CH:41]=3)(=[O:39])=[O:38])[CH:29]=2)=[N:11][C:12]([NH:15][C@@H:16]2[CH2:20][CH2:19][NH:18][CH2:17]2)=[N:13][CH:14]=1, predict the reactants needed to synthesize it. The reactants are: FC(F)(F)C(O)=O.[Cl:8][C:9]1[C:10]([C:28]2[C:36]3[C:31](=[CH:32][CH:33]=[CH:34][CH:35]=3)[N:30]([S:37]([C:40]3[CH:45]=[CH:44][CH:43]=[CH:42][CH:41]=3)(=[O:39])=[O:38])[CH:29]=2)=[N:11][C:12]([NH:15][C@@H:16]2[CH2:20][CH2:19][N:18](C(OC(C)(C)C)=O)[CH2:17]2)=[N:13][CH:14]=1. (2) Given the product [CH:12]1([N:16]2[CH2:21][CH2:20][N:19]([C:22]([C@H:24]3[CH2:28][CH2:27][N:26]([C:2]4[CH:7]=[N:6][C:5]([C:8]([F:11])([F:10])[F:9])=[CH:4][CH:3]=4)[CH2:25]3)=[O:23])[CH2:18][CH2:17]2)[CH2:15][CH2:14][CH2:13]1, predict the reactants needed to synthesize it. The reactants are: Br[C:2]1[CH:3]=[CH:4][C:5]([C:8]([F:11])([F:10])[F:9])=[N:6][CH:7]=1.[CH:12]1([N:16]2[CH2:21][CH2:20][N:19]([C:22]([C@H:24]3[CH2:28][CH2:27][NH:26][CH2:25]3)=[O:23])[CH2:18][CH2:17]2)[CH2:15][CH2:14][CH2:13]1.